From a dataset of Experimentally validated miRNA-target interactions with 360,000+ pairs, plus equal number of negative samples. Binary Classification. Given a miRNA mature sequence and a target amino acid sequence, predict their likelihood of interaction. The miRNA is mmu-miR-599 with sequence UUGUGUCAGUUUAUCAAAC. The protein sequence of the target gene is MSGHTLPPLPVPGTNSTEQASVPRAMAATLGAGTPPRPQARSIAGVYVEASGQAQSVYAAMEQGLLPAGLGQALLEAQAATGGLVDLARGQLLPVSKALQQGLVGLELKEKLLAAERATTGYPDPYGGEKLALFQAIGKEVVDRALGQSWLEVQLATGGLVDPAQGVLVAPEPACHQGLLDRETWHKLSELEPGTGDLRFLDPNTLERLTYHQLLERCVRAPGSGLALLPLKITFRSMGGAVSAAELLEVGILDEQAVQGLREGRLAAVDVSARAEVRRYLEGTGSVAGVVLLPEGHKKS.... Result: 0 (no interaction).